Dataset: Reaction yield outcomes from USPTO patents with 853,638 reactions. Task: Predict the reaction yield, written as a fraction of the theoretical maximum amount of product (1.0 means a 100% yield; for example, 0.34 means a 34% yield). The reactants are [Br:1][C:2]1[C:7](=[O:8])[N:6]([C:9]2[CH:10]=[C:11]([CH:20]=[CH:21][C:22]=2[CH3:23])[C:12]([NH:14][CH2:15][C:16]([NH:18]C)=[O:17])=[O:13])[C:5]([CH3:24])=[N:4][C:3]=1[O:25][CH2:26][C:27]1[CH:32]=[CH:31][C:30]([F:33])=[CH:29][C:28]=1[F:34].Cl.[CH3:36]NC(=O)CN. No catalyst specified. The product is [NH2:18][C:16]([C@@H:15]([NH:14][C:12](=[O:13])[C:11]1[CH:20]=[CH:21][C:22]([CH3:23])=[C:9]([N:6]2[C:7](=[O:8])[C:2]([Br:1])=[C:3]([O:25][CH2:26][C:27]3[CH:32]=[CH:31][C:30]([F:33])=[CH:29][C:28]=3[F:34])[N:4]=[C:5]2[CH3:24])[CH:10]=1)[CH3:36])=[O:17]. The yield is 0.450.